This data is from Full USPTO retrosynthesis dataset with 1.9M reactions from patents (1976-2016). The task is: Predict the reactants needed to synthesize the given product. Given the product [NH2:22][CH:10]([C:7]1[CH:6]=[CH:5][C:4]([O:3][CH:2]([F:24])[F:1])=[CH:9][CH:8]=1)[CH:11]1[CH2:14][N:13]([C:15]([O:17][C:18]([CH3:21])([CH3:20])[CH3:19])=[O:16])[CH2:12]1, predict the reactants needed to synthesize it. The reactants are: [F:1][CH:2]([F:24])[O:3][C:4]1[CH:9]=[CH:8][C:7](/[C:10](=[N:22]\O)/[CH:11]2[CH2:14][N:13]([C:15]([O:17][C:18]([CH3:21])([CH3:20])[CH3:19])=[O:16])[CH2:12]2)=[CH:6][CH:5]=1.[H][H].